The task is: Predict which catalyst facilitates the given reaction.. This data is from Catalyst prediction with 721,799 reactions and 888 catalyst types from USPTO. Reactant: [NH:1]1[C:9]2[C:4](=[CH:5][CH:6]=[C:7]([NH:10][C:11]3[C:12]4[CH:33]=[CH:32][N:31](S(C5C=CC(C)=CC=5)(=O)=O)[C:13]=4[N:14]=[C:15]([NH:17][C:18]4[CH:23]=[CH:22][C:21]([N:24]5[CH2:29][CH2:28][N:27]([CH3:30])[CH2:26][CH2:25]5)=[CH:20][CH:19]=4)[N:16]=3)[CH:8]=2)[CH:3]=[N:2]1.[OH-].[K+]. Product: [NH:1]1[C:9]2[C:4](=[CH:5][CH:6]=[C:7]([NH:10][C:11]3[C:12]4[CH:33]=[CH:32][NH:31][C:13]=4[N:14]=[C:15]([NH:17][C:18]4[CH:23]=[CH:22][C:21]([N:24]5[CH2:25][CH2:26][N:27]([CH3:30])[CH2:28][CH2:29]5)=[CH:20][CH:19]=4)[N:16]=3)[CH:8]=2)[CH:3]=[N:2]1. The catalyst class is: 5.